Dataset: Catalyst prediction with 721,799 reactions and 888 catalyst types from USPTO. Task: Predict which catalyst facilitates the given reaction. (1) Reactant: B1([O-])OO1.[OH2:5].[OH2:6].O.O.[Na+].[F:10][C:11]1[CH:17]=[C:16]([C:18]([F:21])([F:20])[F:19])[CH:15]=[C:14]([F:22])[C:12]=1[NH2:13].FC1C([N+]([O-])=O)=C(O)C=C(F)C=1.O. Product: [F:10][C:11]1[CH:17]=[C:16]([C:18]([F:21])([F:20])[F:19])[CH:15]=[C:14]([F:22])[C:12]=1[N+:13]([O-:6])=[O:5]. The catalyst class is: 15. (2) Reactant: [C:1]([OH:6])(=[O:5])[C:2]([OH:4])=[O:3].[CH3:7][N:8]1[CH2:13][CH2:12][NH:11][C@@H:10]([C:14]2[CH:19]=[CH:18][CH:17]=[CH:16][CH:15]=2)[CH2:9]1. Product: [C:1]([OH:6])(=[O:5])[C:2]([OH:4])=[O:3].[CH3:7][N:8]1[CH2:13][CH2:12][NH:11][C@@H:10]([C:14]2[CH:15]=[CH:16][CH:17]=[CH:18][CH:19]=2)[CH2:9]1. The catalyst class is: 21. (3) Reactant: [N:1]1([C:7]2[CH:8]=[C:9]([N:16]3[CH:20]=[C:19]([C:21]([O:23][CH3:24])=[O:22])[N:18]=[CH:17]3)[CH:10]=[C:11]([N+:13]([O-])=O)[CH:12]=2)[CH2:6][CH2:5][O:4][CH2:3][CH2:2]1. Product: [NH2:13][C:11]1[CH:10]=[C:9]([N:16]2[CH:20]=[C:19]([C:21]([O:23][CH3:24])=[O:22])[N:18]=[CH:17]2)[CH:8]=[C:7]([N:1]2[CH2:2][CH2:3][O:4][CH2:5][CH2:6]2)[CH:12]=1. The catalyst class is: 31. (4) Product: [CH3:1][O:2][C:3]1[CH:8]=[C:7]([CH2:9][O:10][CH3:11])[CH:6]=[C:5]([O:12][CH3:13])[C:4]=1[C:14]1[N:15]2[N:21]=[C:20]([O:22][CH3:23])[C:19]([N:24]([CH2:25][CH2:26][CH3:27])[C:30]3[CH:35]=[CH:34][N:33]=[CH:32][CH:31]=3)=[C:16]2[S:17][CH:18]=1. Reactant: [CH3:1][O:2][C:3]1[CH:8]=[C:7]([CH2:9][O:10][CH3:11])[CH:6]=[C:5]([O:12][CH3:13])[C:4]=1[C:14]1[N:15]2[N:21]=[C:20]([O:22][CH3:23])[C:19]([NH:24][CH2:25][CH2:26][CH3:27])=[C:16]2[S:17][CH:18]=1.Cl.Cl[C:30]1[CH:35]=[CH:34][N:33]=[CH:32][CH:31]=1.CC(C)([O-])C.[Na+].[O-]P([O-])([O-])=O.[K+].[K+].[K+].C1(P(C2C=CC=CC=2)C2C3OC4C(=CC=CC=4P(C4C=CC=CC=4)C4C=CC=CC=4)C(C)(C)C=3C=CC=2)C=CC=CC=1. The catalyst class is: 552. (5) Reactant: [NH2:1][C:2]1[C:7]([OH:8])=[C:6]([S:9]([N:12]2[CH2:18][CH2:17][CH2:16][N:15]([CH3:19])[CH2:14][CH2:13]2)(=[O:11])=[O:10])[C:5]([Cl:20])=[CH:4][CH:3]=1.[Cl:21][C:22]1[C:23](=[O:28])[C:24](=[O:27])[C:25]=1Cl. Product: [Cl:21][C:22]1[C:23](=[O:28])[C:24](=[O:27])[C:25]=1[NH:1][C:2]1[CH:3]=[CH:4][C:5]([Cl:20])=[C:6]([S:9]([N:12]2[CH2:18][CH2:17][CH2:16][N:15]([CH3:19])[CH2:14][CH2:13]2)(=[O:11])=[O:10])[C:7]=1[OH:8]. The catalyst class is: 1. (6) Reactant: CN(C)CCCN=C=NCC.[C:12]([OH:20])(=O)[CH2:13][CH2:14][CH2:15][CH2:16][C:17]#[CH:18].[CH2:21]([NH2:28])[C:22]1[CH:27]=[CH:26][CH:25]=[CH:24][CH:23]=1.ON1C2C=CC=CC=2N=N1.C(N(CC)CC)C. Product: [CH2:21]([NH:28][C:12](=[O:20])[CH2:13][CH2:14][CH2:15][CH2:16][C:17]#[CH:18])[C:22]1[CH:27]=[CH:26][CH:25]=[CH:24][CH:23]=1. The catalyst class is: 685. (7) Reactant: [OH:1][C:2]1[CH:7]=[CH:6][C:5]([N+:8]([O-:10])=[O:9])=[CH:4][C:3]=1[C:11]([N:13]1[CH2:18][CH2:17][N:16]([C:19]2[CH:24]=[CH:23][C:22]([C:25]([F:28])([F:27])[F:26])=[CH:21][CH:20]=2)[CH2:15][CH2:14]1)=[O:12].C(=O)([O-])[O-].[K+].[K+].FC(F)(F)S(O[CH2:41][C:42]([F:48])([F:47])[C:43]([F:46])([F:45])[F:44])(=O)=O. Product: [N+:8]([C:5]1[CH:6]=[CH:7][C:2]([O:1][CH2:41][C:42]([F:48])([F:47])[C:43]([F:46])([F:45])[F:44])=[C:3]([C:11]([N:13]2[CH2:18][CH2:17][N:16]([C:19]3[CH:24]=[CH:23][C:22]([C:25]([F:28])([F:27])[F:26])=[CH:21][CH:20]=3)[CH2:15][CH2:14]2)=[O:12])[CH:4]=1)([O-:10])=[O:9]. The catalyst class is: 21.